This data is from Drug-target binding data from BindingDB using Ki measurements. The task is: Regression. Given a target protein amino acid sequence and a drug SMILES string, predict the binding affinity score between them. We predict pKi (pKi = -log10(Ki in M); higher means stronger inhibition). Dataset: bindingdb_ki. (1) The pKi is 2.7. The target protein (Q99418) has sequence MEDGVYEPPDLTPEERMELENIRRRKQELLVEIQRLREELSEAMSEVEGLEANEGSKTLQRNRKMAMGRKKFNMDPKKGIQFLVENELLQNTPEEIARFLYKGEGLNKTAIGDYLGEREELNLAVLHAFVDLHEFTDLNLVQALRQFLWSFRLPGEAQKIDRMMEAFAQRYCLCNPGVFQSTDTCYVLSFAVIMLNTSLHNPNVRDKPGLERFVAMNRGINEGGDLPEELLRNLYDSIRNEPFKIPEDDGNDLTHTFFNPDREGWLLKLGGGRVKTWKRRWFILTDNCLYYFEYTTDKEPRGIIPLENLSIREVDDPRKPNCFELYIPNNKGQLIKACKTEADGRVVEGNHMVYRISAPTQEEKDEWIKSIQAAVSVDPFYEMLAARKKRISVKKKQEQP. The small molecule is Cc1ccc(S(=O)(=O)Nc2c(C)cc(O)cc2C)cc1. (2) The small molecule is NCCc1ccc(O)c(O)c1. The target is MLLARMKPQVQPELGGADQ. The pKi is 7.4. (3) The drug is O=C(Nc1ccc(Cl)c(C(F)(F)F)c1)[C@H]1CC=C[C@H]2CCN(Cc3ccccc3)C(=O)[C@@H]12. The target protein sequence is MDSPIQIFRGEPGPTCAPSACLPPNSSAWFPGWAEPDSNGSAGSEDAQLEPAHISPAIPVIITAVYSVVFVVGLVGNSLVMFVIIRYTKMKTATNIYIFNLALADALVTTTMPFQSTVYLMNSWPFGDVLCKIVISIDAYNMFTSIFTLTMMSVDRYIAVCHPVKALDFRTPLKAKIINICIWLLSSSVGISAIVLGGTKVREDVDVIECSLQFPDDDYSWWDLFMKICVFIFAFVIPVLIIIVCYTLMILRLKSVRLLSGSREKDRNLRRITRLVLVVVAVFVVCWTPIHIFILVEALGSTSHSTAALSSYYFCIALGYTNSSLNPILYAFLDENFKRCFRDFCFPLKMRMERQSTSRVRNTVQDPAYLRDIDGMNKPV. The pKi is 6.5. (4) The small molecule is CN(C(=O)Cc1ccccc1)[C@H]1CC[C@@]2(CCCO2)C[C@@H]1N1CCCC1. The target protein sequence is MDSPIQIFRGEPGPTCAPSACLPPNSSAWFPGWAEPDSNGSAGSEDAQLEPAHISPAIPVIITAVYSVVFVVGLVGNSLVMFVIIRYTKMKTATNIYIFNLALADALVTTTMPFQSTVYLMNSWPFGDVLCKIVASIDYYNMFTSIFTLTMMSVDRYIAVCHPVKALDFRTPLKAKIINICIWLLSSSVGISAIVLGGTKVREDVDVIECSLQFPDDDYSWWDLFMKICVFIFAFVIPVLIIIVCYTLMILRLKSVRLLSGSREKDRNLRRITRLVLVVVAVFVVCWTPIHIFILVEALGSTSHSTAALSSYYFCIALGYTNSSLNPILYAFLDENFKRCFRDFCFPLKMRMERQSTSRVRNTVQDPAYLRDIDGMNKPV. The pKi is 7.7. (5) The drug is CN1CCCC1c1cccnc1. The target protein sequence is AAACPRGQGRTLVSGLIYYITGSSKTNTEEKLMDFLLKEQKYNKLIRPATNSSQLVSIELQVSLAQLISVNEREQIMTTNVWLKQEWTDYRLAWDPSKYQGVKILRIPAKCIWLPDIVLYNNADGTYEVSLYTNAVVRFNGSIFWLPPAIYKSACKIEVKHFPFDQQNCTLKFRSWTYDHTEIDLVLKNAMASMDDFTPSGEWDIVALPGRRTINPLDPSYVDVTYDFIIKRKPLFYTINLIIPCVLITSLAILVFYLPSDCGEKMTLCISVLLALTVFLLLISKIVPPTSLDVPLIGKYLMFTMVLVTFSIVTSVCVLNVHHRSPSTHSMPPWVKLVFLKRLPTFLFMNRPENHPARQRPGPRRRNRAEATSPAELYKNSMYFVNPASAGKIQDTADGTGGQRDFRLRSSKKYQPEVQEAIDGVSFIAEHMKSDDSDQSVIEDWKYVAMVVDRLFLWIFVFVCVLGTVGLFLPPLFQNHSPPESP. The pKi is 7.0. (6) The compound is Cc1[nH]c2ccccc2c1CCNC(=O)C[C@H](C(=O)N[C@H](C=O)CC(=O)O)C(C)C. The target protein (P29452) has sequence MADKILRAKRKQFINSVSIGTINGLLDELLEKRVLNQEEMDKIKLANITAMDKARDLCDHVSKKGPQASQIFITYICNEDCYLAGILELQSAPSAETFVATEDSKGGHPSSSETKEEQNKEDGTFPGLTGTLKFCPLEKAQKLWKENPSEIYPIMNTTTRTRLALIICNTEFQHLSPRVGAQVDLREMKLLLEDLGYTVKVKENLTALEMVKEVKEFAACPEHKTSDSTFLVFMSHGIQEGICGTTYSNEVSDILKVDTIFQMMNTLKCPSLKDKPKVIIIQACRGEKQGVVLLKDSVRDSEEDFLTDAIFEDDGIKKAHIEKDFIAFCSSTPDNVSWRHPVRGSLFIESLIKHMKEYAWSCDLEDIFRKVRFSFEQPEFRLQMPTADRVTLTKRFYLFPGH. The pKi is 7.9. (7) The small molecule is CC(C)(C)OC(=O)N[C@@H](CS(=O)(=O)NC(=O)c1ccc(C2(C(F)(F)F)N=N2)cc1)C(=O)NCCOCCOCCNC(=O)CCCC[C@@H]1SCC2NC(=O)NC21. The target protein (P0C1U8) has sequence MKGKFLKVSSLFVATLTTATLVSSPAANALSSKAMDNHPQQTQSSKQQTPKIQKGGNLKPLEQREHANVILPNNDRHQITDTTNGHYAPVTYIQVEAPTGTFIASGVVVGKDTLLTNKHVVDATHGDPHALKAFPSAINQDNYPNGGFTAEQITKYSGEGDLAIVKFSPNEQNKHIGEVVKPATMSNNAETQVNQNITVTGYPGDKPVATMWESKGKITYLKGEAMQYDLSTTGGNSGSPVFNEKNEVIGIHWGGVPNEFNGAVFINENVRNFLKQNIEDIHFANDDQPNNPDNPDNPNNPDNPNNPDEPNNPDNPNNPDNPDNGDNNNSDNPDAA. The pKi is 3.8.